From a dataset of NCI-60 drug combinations with 297,098 pairs across 59 cell lines. Regression. Given two drug SMILES strings and cell line genomic features, predict the synergy score measuring deviation from expected non-interaction effect. (1) Drug 1: C1CCC(C1)C(CC#N)N2C=C(C=N2)C3=C4C=CNC4=NC=N3. Drug 2: C1=NC(=NC(=O)N1C2C(C(C(O2)CO)O)O)N. Cell line: ACHN. Synergy scores: CSS=24.3, Synergy_ZIP=-3.95, Synergy_Bliss=3.25, Synergy_Loewe=-12.1, Synergy_HSA=3.71. (2) Drug 1: COC1=CC(=CC(=C1O)OC)C2C3C(COC3=O)C(C4=CC5=C(C=C24)OCO5)OC6C(C(C7C(O6)COC(O7)C8=CC=CS8)O)O. Drug 2: CC1=C(N=C(N=C1N)C(CC(=O)N)NCC(C(=O)N)N)C(=O)NC(C(C2=CN=CN2)OC3C(C(C(C(O3)CO)O)O)OC4C(C(C(C(O4)CO)O)OC(=O)N)O)C(=O)NC(C)C(C(C)C(=O)NC(C(C)O)C(=O)NCCC5=NC(=CS5)C6=NC(=CS6)C(=O)NCCC[S+](C)C)O. Cell line: SR. Synergy scores: CSS=91.2, Synergy_ZIP=1.52, Synergy_Bliss=1.23, Synergy_Loewe=3.53, Synergy_HSA=5.58. (3) Drug 1: CCC1(CC2CC(C3=C(CCN(C2)C1)C4=CC=CC=C4N3)(C5=C(C=C6C(=C5)C78CCN9C7C(C=CC9)(C(C(C8N6C)(C(=O)OC)O)OC(=O)C)CC)OC)C(=O)OC)O.OS(=O)(=O)O. Drug 2: C1CCC(C(C1)N)N.C(=O)(C(=O)[O-])[O-].[Pt+4]. Cell line: SF-539. Synergy scores: CSS=17.1, Synergy_ZIP=-13.4, Synergy_Bliss=-12.0, Synergy_Loewe=-9.84, Synergy_HSA=-7.64. (4) Cell line: SK-MEL-5. Synergy scores: CSS=4.19, Synergy_ZIP=-1.41, Synergy_Bliss=-0.144, Synergy_Loewe=1.63, Synergy_HSA=0.721. Drug 1: C1=CC=C(C(=C1)C(C2=CC=C(C=C2)Cl)C(Cl)Cl)Cl. Drug 2: C1C(C(OC1N2C=NC3=C2NC=NCC3O)CO)O. (5) Drug 1: C1CCC(C1)C(CC#N)N2C=C(C=N2)C3=C4C=CNC4=NC=N3. Drug 2: CC1=C(C=C(C=C1)NC(=O)C2=CC=C(C=C2)CN3CCN(CC3)C)NC4=NC=CC(=N4)C5=CN=CC=C5. Cell line: HOP-92. Synergy scores: CSS=0.969, Synergy_ZIP=-1.99, Synergy_Bliss=-3.97, Synergy_Loewe=-3.43, Synergy_HSA=-3.75. (6) Drug 1: CS(=O)(=O)C1=CC(=C(C=C1)C(=O)NC2=CC(=C(C=C2)Cl)C3=CC=CC=N3)Cl. Drug 2: CC1=C(C=C(C=C1)NC2=NC=CC(=N2)N(C)C3=CC4=NN(C(=C4C=C3)C)C)S(=O)(=O)N.Cl. Cell line: HOP-62. Synergy scores: CSS=20.2, Synergy_ZIP=3.06, Synergy_Bliss=11.3, Synergy_Loewe=9.84, Synergy_HSA=10.5. (7) Drug 1: C1=CC(=CC=C1CC(C(=O)O)N)N(CCCl)CCCl.Cl. Drug 2: CC(C1=C(C=CC(=C1Cl)F)Cl)OC2=C(N=CC(=C2)C3=CN(N=C3)C4CCNCC4)N. Cell line: NCI-H226. Synergy scores: CSS=2.17, Synergy_ZIP=-1.22, Synergy_Bliss=2.78, Synergy_Loewe=0.338, Synergy_HSA=1.74. (8) Drug 1: CS(=O)(=O)C1=CC(=C(C=C1)C(=O)NC2=CC(=C(C=C2)Cl)C3=CC=CC=N3)Cl. Drug 2: CCCS(=O)(=O)NC1=C(C(=C(C=C1)F)C(=O)C2=CNC3=C2C=C(C=N3)C4=CC=C(C=C4)Cl)F. Cell line: PC-3. Synergy scores: CSS=-0.815, Synergy_ZIP=1.32, Synergy_Bliss=2.40, Synergy_Loewe=-0.852, Synergy_HSA=-0.572. (9) Drug 1: CN1CCC(CC1)COC2=C(C=C3C(=C2)N=CN=C3NC4=C(C=C(C=C4)Br)F)OC. Drug 2: CCC1=C2CN3C(=CC4=C(C3=O)COC(=O)C4(CC)O)C2=NC5=C1C=C(C=C5)O. Cell line: SW-620. Synergy scores: CSS=47.9, Synergy_ZIP=8.47, Synergy_Bliss=7.12, Synergy_Loewe=-2.93, Synergy_HSA=7.08.